From a dataset of Catalyst prediction with 721,799 reactions and 888 catalyst types from USPTO. Predict which catalyst facilitates the given reaction. Reactant: [Cl:1][C:2]1[C:7](I)=[CH:6][C:5]([NH:9][CH2:10][C:11]([N:13]2[CH2:18][CH2:17][N:16]([C:19]([O:21][C:22]([CH3:25])([CH3:24])[CH3:23])=[O:20])[CH2:15][CH2:14]2)=[O:12])=[C:4]([O:26][CH3:27])[CH:3]=1.[Cl:28][C:29]1[CH:34]=[CH:33][CH:32]=[CH:31][C:30]=1B(O)O.C([O-])([O-])=O.[Na+].[Na+]. Product: [C:22]([O:21][C:19]([N:16]1[CH2:17][CH2:18][N:13]([C:11](=[O:12])[CH2:10][NH:9][C:5]2[CH:6]=[C:7]([C:30]3[CH:31]=[CH:32][CH:33]=[CH:34][C:29]=3[Cl:28])[C:2]([Cl:1])=[CH:3][C:4]=2[O:26][CH3:27])[CH2:14][CH2:15]1)=[O:20])([CH3:25])([CH3:24])[CH3:23]. The catalyst class is: 70.